The task is: Predict the product of the given reaction.. This data is from Forward reaction prediction with 1.9M reactions from USPTO patents (1976-2016). (1) Given the reactants Br[C:2]1[C:3]2[N:4]([N:9]=[CH:10][N:11]=2)[C:5]([Cl:8])=[CH:6][CH:7]=1.[N:12]1([C:18]2[CH:23]=[CH:22][C:21]([NH2:24])=[CH:20][CH:19]=2)[CH2:17][CH2:16][O:15][CH2:14][CH2:13]1.CC(C)([O-])C.[Na+].CC1(C)C2C(=C(P(C3C=CC=CC=3)C3C=CC=CC=3)C=CC=2)OC2C(P(C3C=CC=CC=3)C3C=CC=CC=3)=CC=CC1=2, predict the reaction product. The product is: [Cl:8][C:5]1[N:4]2[N:9]=[CH:10][N:11]=[C:3]2[C:2]([NH:24][C:21]2[CH:20]=[CH:19][C:18]([N:12]3[CH2:17][CH2:16][O:15][CH2:14][CH2:13]3)=[CH:23][CH:22]=2)=[CH:7][CH:6]=1. (2) The product is: [C:23]([O:1][C:2]1[CH:3]=[CH:4][C:5](/[CH:6]=[C:7]2/[C:8](=[O:20])[NH:9][C:10]3[C:15]/2=[CH:14][C:13]([O:16][CH3:17])=[C:12]([O:18][CH3:19])[CH:11]=3)=[CH:21][CH:22]=1)(=[O:33])[CH2:24][CH2:25][CH2:26][CH2:27][CH2:28][CH2:29][CH2:30][CH2:31][CH3:32]. Given the reactants [OH:1][C:2]1[CH:22]=[CH:21][C:5](/[CH:6]=[C:7]2/[C:8](=[O:20])[NH:9][C:10]3[C:15]/2=[CH:14][C:13]([O:16][CH3:17])=[C:12]([O:18][CH3:19])[CH:11]=3)=[CH:4][CH:3]=1.[C:23](O)(=[O:33])[CH2:24][CH2:25][CH2:26][CH2:27][CH2:28][CH2:29][CH2:30][CH2:31][CH3:32].O, predict the reaction product. (3) Given the reactants [CH2:1]([CH:5]1[CH2:8][CH:7](C(O)=O)[CH2:6]1)[CH:2]([CH3:4])[CH3:3].[C:12]([OH:16])([CH3:15])([CH3:14])[CH3:13].C1(P(N=[N+]=[N-])(C2C=CC=CC=2)=[O:24])C=CC=CC=1.C([N:36]([CH2:39]C)CC)C, predict the reaction product. The product is: [CH2:1]([CH:5]1[CH2:6][CH:7]([NH:36][C:39](=[O:24])[O:16][C:12]([CH3:15])([CH3:14])[CH3:13])[CH2:8]1)[CH:2]([CH3:3])[CH3:4]. (4) Given the reactants [Cl:1][C:2]1[CH:20]=[CH:19][C:5]([CH2:6][N:7]2[C:15]3[C:10](=[CH:11][C:12]([CH:16]=O)=[CH:13][CH:14]=3)[C:9]([CH3:18])=[N:8]2)=[C:4]([C:21]([F:24])([F:23])[F:22])[CH:3]=1.[C:25]([O:29][C:30]([N:32]1[CH2:37][CH2:36][N:35]([C:38]2[S:39][CH2:40][C:41](=[O:43])[N:42]=2)[CH2:34][C@@H:33]1[CH2:44][OH:45])=[O:31])([CH3:28])([CH3:27])[CH3:26], predict the reaction product. The product is: [C:25]([O:29][C:30]([N:32]1[CH2:37][CH2:36][N:35]([C:38]2[S:39][C:40](=[CH:16][C:12]3[CH:11]=[C:10]4[C:15](=[CH:14][CH:13]=3)[N:7]([CH2:6][C:5]3[CH:19]=[CH:20][C:2]([Cl:1])=[CH:3][C:4]=3[C:21]([F:24])([F:22])[F:23])[N:8]=[C:9]4[CH3:18])[C:41](=[O:43])[N:42]=2)[CH2:34][C@@H:33]1[CH2:44][OH:45])=[O:31])([CH3:28])([CH3:27])[CH3:26]. (5) Given the reactants [CH3:1][O:2][C:3]1[C:7]2[C:8](=[O:25])[N:9]([CH2:16][C:17](=[O:24])[C:18]3[CH:23]=[CH:22][CH:21]=[CH:20][CH:19]=3)[C:10]3[CH:11]=[CH:12][CH:13]=[CH:14][C:15]=3[C:6]=2[N:5]([CH3:26])[C:4]=1[C:27]([NH:29][CH:30]1[CH2:35][CH2:34][NH:33][CH2:32][CH2:31]1)=[O:28].C(N(CC)CC)C.C1COCC1.[C:48]([O:51][CH2:52][C:53](Cl)=[O:54])(=[O:50])[CH3:49], predict the reaction product. The product is: [C:48]([O:51][CH2:52][C:53]([N:33]1[CH2:32][CH2:31][CH:30]([NH:29][C:27]([C:4]2[N:5]([CH3:26])[C:6]3[C:15]4[CH:14]=[CH:13][CH:12]=[CH:11][C:10]=4[N:9]([CH2:16][C:17](=[O:24])[C:18]4[CH:23]=[CH:22][CH:21]=[CH:20][CH:19]=4)[C:8](=[O:25])[C:7]=3[C:3]=2[O:2][CH3:1])=[O:28])[CH2:35][CH2:34]1)=[O:54])(=[O:50])[CH3:49]. (6) Given the reactants [Br:1][C:2]1[CH:23]=[CH:22][CH:21]=[CH:20][C:3]=1[CH2:4][CH:5]1[C:11](=[O:12])[N:10]([CH3:13])[C:9]2[CH:14]=[CH:15][C:16]([Cl:18])=[CH:17][C:8]=2[C:7](Cl)=[N:6]1.CC1(C)C(C)(C)OB([C:32]2[CH:41]=[CH:40][C:35]3[NH:36][C:37](=[O:39])[NH:38][C:34]=3[CH:33]=2)O1.[Cl-].[Li+].O.[OH-].[Cs+], predict the reaction product. The product is: [Br:1][C:2]1[CH:23]=[CH:22][CH:21]=[CH:20][C:3]=1[CH2:4][CH:5]1[C:11](=[O:12])[N:10]([CH3:13])[C:9]2[CH:14]=[CH:15][C:16]([Cl:18])=[CH:17][C:8]=2[C:7]([C:32]2[CH:41]=[CH:40][C:35]3[NH:36][C:37](=[O:39])[NH:38][C:34]=3[CH:33]=2)=[N:6]1.